From a dataset of Full USPTO retrosynthesis dataset with 1.9M reactions from patents (1976-2016). Predict the reactants needed to synthesize the given product. Given the product [Cl:21][C:22]1[CH:29]=[CH:28][C:25]([CH2:26][NH:27][C:14]([C:12]2[S:13][C:9]([S:8][C:7]3[C:2]([Cl:1])=[CH:3][N:4]=[CH:5][C:6]=3[Cl:20])=[C:10]([N+:17]([O-:19])=[O:18])[CH:11]=2)=[O:15])=[CH:24][CH:23]=1, predict the reactants needed to synthesize it. The reactants are: [Cl:1][C:2]1[CH:3]=[N:4][CH:5]=[C:6]([Cl:20])[C:7]=1[S:8][C:9]1[S:13][C:12]([C:14](Cl)=[O:15])=[CH:11][C:10]=1[N+:17]([O-:19])=[O:18].[Cl:21][C:22]1[CH:29]=[CH:28][C:25]([CH2:26][NH2:27])=[CH:24][CH:23]=1.